Dataset: Full USPTO retrosynthesis dataset with 1.9M reactions from patents (1976-2016). Task: Predict the reactants needed to synthesize the given product. Given the product [O:22]=[CH:23][CH2:19][CH2:20][CH2:21][CH2:8][CH2:7][CH2:10][CH2:5][C:2]([O:14][CH3:12])=[O:4], predict the reactants needed to synthesize it. The reactants are: C[C:2]([CH3:5])([O-:4])C.C[C:7]([CH3:10])([O-])[CH3:8].C[C:12](C)([O-:14])C.O.[Al+3].[Li+].[CH2:19]1[CH2:23][O:22][CH2:21][CH2:20]1.